Task: Predict the product of the given reaction.. Dataset: Forward reaction prediction with 1.9M reactions from USPTO patents (1976-2016) (1) Given the reactants CCOC(/N=N/C(OCC)=O)=O.C1(P(C2C=CC=CC=2)C2C=CC=CC=2)C=CC=CC=1.[C:32]([O:36][C:37]([NH:39][C@H:40]([C:43]([OH:45])=[O:44])[CH2:41]O)=[O:38])([CH3:35])([CH3:34])[CH3:33], predict the reaction product. The product is: [C:32]([O:36][C:37]([NH:39][C@H:40]1[CH2:41][O:45][C:43]1=[O:44])=[O:38])([CH3:33])([CH3:34])[CH3:35]. (2) Given the reactants C1(P(C2C=CC=CC=2)C2C=CC=CC=2)C=CC=CC=1.[CH3:20][O:21][C:22]1[CH:27]=[CH:26][C:25]([NH:28][C:29](=[O:34])[CH2:30][C:31]([OH:33])=O)=[CH:24][CH:23]=1.ClC(Cl)(Cl)C#N.[NH2:41][C@@:42]([C:57]1[CH:62]=[CH:61][C:60]([O:63][CH2:64][CH2:65][CH2:66][C:67]([F:70])([F:69])[F:68])=[CH:59][CH:58]=1)([C:53]([F:56])([F:55])[F:54])[CH2:43][C:44]([C:46]1[CH:51]=[CH:50][C:49]([CH3:52])=[CH:48][CH:47]=1)=[O:45].N1C=CC=CC=1, predict the reaction product. The product is: [CH3:20][O:21][C:22]1[CH:23]=[CH:24][C:25]([NH:28][C:29](=[O:34])[CH2:30][C:31]([NH:41][C:42]([C:57]2[CH:62]=[CH:61][C:60]([O:63][CH2:64][CH2:65][CH2:66][C:67]([F:68])([F:69])[F:70])=[CH:59][CH:58]=2)([CH2:43][C:44](=[O:45])[C:46]2[CH:47]=[CH:48][C:49]([CH3:52])=[CH:50][CH:51]=2)[C:53]([F:56])([F:55])[F:54])=[O:33])=[CH:26][CH:27]=1. (3) Given the reactants [NH2:1][C@@H:2]([CH2:7][C:8]1[CH:13]=[CH:12][C:11]([C:14]#[N:15])=[CH:10][CH:9]=1)[C:3]([O:5][CH3:6])=[O:4].CCN(C(C)C)C(C)C.[C:25]([C:29]1[CH:37]=[CH:36][C:32]([C:33](Cl)=[O:34])=[CH:31][CH:30]=1)([CH3:28])([CH3:27])[CH3:26], predict the reaction product. The product is: [C:25]([C:29]1[CH:30]=[CH:31][C:32]([C:33]([NH:1][C@@H:2]([CH2:7][C:8]2[CH:9]=[CH:10][C:11]([C:14]#[N:15])=[CH:12][CH:13]=2)[C:3]([O:5][CH3:6])=[O:4])=[O:34])=[CH:36][CH:37]=1)([CH3:28])([CH3:26])[CH3:27]. (4) Given the reactants C[O:2][C:3](=[O:29])[C:4]1[CH:9]=[CH:8][CH:7]=[C:6]([C:10]2[N:11]=[C:12](Cl)[C:13]3[C:14](=[CH:16][N:17](CC4C=CC(OC)=CC=4)[N:18]=3)[N:15]=2)[CH:5]=1.[NH2:30][C:31]1[CH:32]=[CH:33][C:34]2[CH2:40][CH2:39][CH2:38][C:37](=[O:41])[NH:36][C:35]=2[CH:42]=1.Cl, predict the reaction product. The product is: [O:41]=[C:37]1[NH:36][C:35]2[CH:42]=[C:31]([NH:30][C:12]3[C:13]4[NH:18][N:17]=[CH:16][C:14]=4[N:15]=[C:10]([C:6]4[CH:5]=[C:4]([CH:9]=[CH:8][CH:7]=4)[C:3]([OH:2])=[O:29])[N:11]=3)[CH:32]=[CH:33][C:34]=2[CH2:40][CH2:39][CH2:38]1.